This data is from Full USPTO retrosynthesis dataset with 1.9M reactions from patents (1976-2016). The task is: Predict the reactants needed to synthesize the given product. Given the product [Cl:19][C:5]1[C:6]([NH:8][C:9]2[CH:18]=[CH:17][CH:16]=[CH:15][C:10]=2[C:11]([NH:13][CH3:14])=[O:12])=[N:7][C:2]([NH:20][C:21]2[C:26]3[CH2:27][CH2:28][O:29][C:30](=[O:33])[N:31]([CH3:32])[C:25]=3[CH:24]=[CH:23][C:22]=2[O:34][CH3:35])=[N:3][CH:4]=1, predict the reactants needed to synthesize it. The reactants are: Cl[C:2]1[N:7]=[C:6]([NH:8][C:9]2[CH:18]=[CH:17][CH:16]=[CH:15][C:10]=2[C:11]([NH:13][CH3:14])=[O:12])[C:5]([Cl:19])=[CH:4][N:3]=1.[NH2:20][C:21]1[C:26]2[CH2:27][CH2:28][O:29][C:30](=[O:33])[N:31]([CH3:32])[C:25]=2[CH:24]=[CH:23][C:22]=1[O:34][CH3:35].